From a dataset of Full USPTO retrosynthesis dataset with 1.9M reactions from patents (1976-2016). Predict the reactants needed to synthesize the given product. (1) Given the product [OH:1][C:2]1[CH:7]=[CH:6][C:5]([C@@H:8]([C:15]2[N:16]([CH3:20])[N:17]=[N:18][CH:19]=2)[CH2:9][C:10]([O:12][CH2:13][CH3:14])=[O:11])=[CH:4][CH:3]=1, predict the reactants needed to synthesize it. The reactants are: [OH:1][C:2]1[CH:7]=[CH:6][C:5]([CH:8]([C:15]2[N:16]([CH3:20])[N:17]=[N:18][CH:19]=2)[CH2:9][C:10]([O:12][CH2:13][CH3:14])=[O:11])=[CH:4][CH:3]=1. (2) Given the product [CH3:8][C:5]1[CH:6]=[CH:7][C:2]([NH:26][CH2:25][CH2:24][CH2:23][CH2:22][NH:21][CH2:20][CH2:19][CH2:18][NH:17][C:2]2[CH:7]=[CH:6][C:27]([CH3:28])=[CH:4][CH:3]=2)=[CH:3][CH:4]=1, predict the reactants needed to synthesize it. The reactants are: I[C:2]1[CH:7]=[CH:6][C:5]([CH3:8])=[CH:4][CH:3]=1.[O-]P([O-])([O-])=O.[K+].[K+].[K+].[NH2:17][CH2:18][CH2:19][CH2:20][NH:21][CH2:22][CH2:23][CH2:24][CH2:25][NH2:26].[CH2:27](O)[CH2:28]O.N. (3) The reactants are: C([Zn]CC)C.Br[CH2:7][CH2:8][C:9]1[CH:14]=[CH:13][CH:12]=[CH:11][CH:10]=1.[NH2:15][C:16]1[N:17]=[N:18][C:19](Cl)=[CH:20][CH:21]=1.CO. Given the product [CH2:7]([C:19]1[N:18]=[N:17][C:16]([NH2:15])=[CH:21][CH:20]=1)[CH2:8][C:9]1[CH:14]=[CH:13][CH:12]=[CH:11][CH:10]=1, predict the reactants needed to synthesize it. (4) Given the product [C:1]([C:3]1[CH:4]=[C:5]([N:10]([CH2:15][C:16]2[CH:21]=[CH:20][C:19]([C:26]3[S:25][C:24]([CH3:23])=[N:28][C:27]=3[CH3:29])=[CH:18][CH:17]=2)[C:11](=[O:14])[CH2:12][CH3:13])[CH:6]=[C:7]([F:9])[CH:8]=1)#[N:2], predict the reactants needed to synthesize it. The reactants are: [C:1]([C:3]1[CH:4]=[C:5]([N:10]([CH2:15][C:16]2[CH:21]=[CH:20][C:19](I)=[CH:18][CH:17]=2)[C:11](=[O:14])[CH2:12][CH3:13])[CH:6]=[C:7]([F:9])[CH:8]=1)#[N:2].[CH3:23][C:24]1[S:25][C:26](B2OC(C)(C)C(C)(C)O2)=[C:27]([CH3:29])[N:28]=1.